From a dataset of Forward reaction prediction with 1.9M reactions from USPTO patents (1976-2016). Predict the product of the given reaction. (1) Given the reactants [C:1]([C:4]1[S:8][C:7]([CH2:9][C:10]([O:12][CH2:13][CH3:14])=[O:11])=[CH:6][CH:5]=1)(=O)[CH3:2].C([SiH](CC)CC)C, predict the reaction product. The product is: [CH2:1]([C:4]1[S:8][C:7]([CH2:9][C:10]([O:12][CH2:13][CH3:14])=[O:11])=[CH:6][CH:5]=1)[CH3:2]. (2) The product is: [O:27]1[CH2:28][CH2:29][N:30]([CH2:33][C:34]([N:36]([C:38]2[CH:44]=[CH:43][C:41]([NH:42]/[C:16](=[C:6]3\[C:5](=[O:26])[NH:4][C:12]4[C:7]\3=[CH:8][C:9]([N+:13]([O-:15])=[O:14])=[CH:10][CH:11]=4)/[C:17]3[CH:18]=[CH:19][CH:20]=[CH:21][CH:22]=3)=[CH:40][CH:39]=2)[CH3:37])=[O:35])[CH2:31][CH2:32]1. Given the reactants C([N:4]1[C:12]2[C:7](=[CH:8][C:9]([N+:13]([O-:15])=[O:14])=[CH:10][CH:11]=2)[C:6](=[C:16](OCC)[C:17]2[CH:22]=[CH:21][CH:20]=[CH:19][CH:18]=2)[C:5]1=[O:26])(=O)C.[O:27]1[CH2:32][CH2:31][N:30]([CH2:33][C:34]([N:36]([C:38]2[CH:44]=[CH:43][C:41]([NH2:42])=[CH:40][CH:39]=2)[CH3:37])=[O:35])[CH2:29][CH2:28]1.[OH-].[Na+], predict the reaction product.